This data is from Reaction yield outcomes from USPTO patents with 853,638 reactions. The task is: Predict the reaction yield, written as a fraction of the theoretical maximum amount of product (1.0 means a 100% yield; for example, 0.34 means a 34% yield). The catalyst is C([O-])(O)=O.[Na+]. The product is [Cl:29][C:24]1[CH:25]=[CH:26][CH:27]=[CH:28][C:23]=1[C:4]1[CH:3]=[C:2]([N:34]2[CH2:35][C@H:31]([OH:30])[CH2:32][C@H:33]2[CH2:36][OH:37])[N:7]=[CH:6][C:5]=1[N:8]([CH3:22])[C:9](=[O:21])[C:10]([C:13]1[CH:14]=[C:15]([Cl:20])[CH:16]=[C:17]([Cl:19])[CH:18]=1)([CH3:12])[CH3:11]. The yield is 0.310. The reactants are Cl[C:2]1[N:7]=[CH:6][C:5]([N:8]([CH3:22])[C:9](=[O:21])[C:10]([C:13]2[CH:18]=[C:17]([Cl:19])[CH:16]=[C:15]([Cl:20])[CH:14]=2)([CH3:12])[CH3:11])=[C:4]([C:23]2[CH:28]=[CH:27][CH:26]=[CH:25][C:24]=2[Cl:29])[CH:3]=1.[OH:30][C@H:31]1[CH2:35][NH:34][C@H:33]([CH2:36][OH:37])[CH2:32]1.CS(C)=O.